This data is from Acute oral toxicity (LD50) regression data from Zhu et al.. The task is: Regression/Classification. Given a drug SMILES string, predict its toxicity properties. Task type varies by dataset: regression for continuous values (e.g., LD50, hERG inhibition percentage) or binary classification for toxic/non-toxic outcomes (e.g., AMES mutagenicity, cardiotoxicity, hepatotoxicity). Dataset: ld50_zhu. The drug is CC1=CCC(O)(C(C)C)CC1. The rat oral LD50 is 2.07, given as -log10 of the dose in mol/kg body weight (higher means more acutely toxic).